Dataset: Reaction yield outcomes from USPTO patents with 853,638 reactions. Task: Predict the reaction yield, written as a fraction of the theoretical maximum amount of product (1.0 means a 100% yield; for example, 0.34 means a 34% yield). The reactants are [F:1][C:2]([F:25])([F:24])[C:3]1[CH:23]=[CH:22][C:6]([O:7][CH:8]([C:12]2[CH:17]=[CH:16][CH:15]=[C:14]([C:18]([F:21])([F:20])[F:19])[CH:13]=2)[C:9]([OH:11])=[O:10])=[CH:5][CH:4]=1.S(Cl)(Cl)=O.[C:30]([NH:33][CH2:34][CH2:35]O)(=[O:32])[CH3:31]. The catalyst is ClCCCl.C1COCC1. The product is [C:30]([NH:33][CH2:34][CH2:35][O:10][C:9](=[O:11])[CH:8]([O:7][C:6]1[CH:5]=[CH:4][C:3]([C:2]([F:24])([F:25])[F:1])=[CH:23][CH:22]=1)[C:12]1[CH:17]=[CH:16][CH:15]=[C:14]([C:18]([F:19])([F:20])[F:21])[CH:13]=1)(=[O:32])[CH3:31]. The yield is 0.710.